Predict the reactants needed to synthesize the given product. From a dataset of Full USPTO retrosynthesis dataset with 1.9M reactions from patents (1976-2016). (1) Given the product [N:20]([C:2]1[CH:7]=[N:6][C:5]([C:8]2[CH:13]=[CH:12][CH:11]=[CH:10][CH:9]=2)=[C:4]([C:14]2[CH:19]=[CH:18][CH:17]=[CH:16][CH:15]=2)[N:3]=1)=[N+:21]=[N-:22], predict the reactants needed to synthesize it. The reactants are: Cl[C:2]1[CH:7]=[N:6][C:5]([C:8]2[CH:13]=[CH:12][CH:11]=[CH:10][CH:9]=2)=[C:4]([C:14]2[CH:19]=[CH:18][CH:17]=[CH:16][CH:15]=2)[N:3]=1.[N-:20]=[N+:21]=[N-:22].[Na+]. (2) Given the product [CH3:23][O:24][C:25]1[O:1][C:2]([CH3:22])([CH3:21])[CH:3]([C:8]2[CH:13]=[CH:12][C:11]([CH2:14][N:15]3[CH2:16][CH2:17][O:18][CH2:19][CH2:20]3)=[CH:10][CH:9]=2)[S:4](=[O:5])(=[O:6])[N:7]=1, predict the reactants needed to synthesize it. The reactants are: [OH:1][C:2]([CH3:22])([CH3:21])[CH:3]([C:8]1[CH:13]=[CH:12][C:11]([CH2:14][N:15]2[CH2:20][CH2:19][O:18][CH2:17][CH2:16]2)=[CH:10][CH:9]=1)[S:4]([NH2:7])(=[O:6])=[O:5].[C:23](OC)(OC)(OC)[O:24][CH3:25]. (3) Given the product [Br:9][C:10]1[CH:11]=[N:12][C:13]([O:5][CH2:4][CH2:3][N:2]([CH3:6])[CH3:1])=[N:14][CH:15]=1, predict the reactants needed to synthesize it. The reactants are: [CH3:1][N:2]([CH3:6])[CH2:3][CH2:4][OH:5].[H-].[Na+].[Br:9][C:10]1[CH:11]=[N:12][C:13](Cl)=[N:14][CH:15]=1. (4) Given the product [CH3:20][O:21][C:22]1[CH:31]=[C:30]2[C:25]([CH:26]=[CH:27][CH:28]=[N:29]2)=[CH:24][C:23]=1[C:2]1[N:7]=[N:6][C:5]([N:8]([CH3:19])[CH:9]2[CH2:14][C:13]([CH3:16])([CH3:15])[NH:12][C:11]([CH3:18])([CH3:17])[CH2:10]2)=[CH:4][CH:3]=1, predict the reactants needed to synthesize it. The reactants are: Cl[C:2]1[N:7]=[N:6][C:5]([N:8]([CH3:19])[CH:9]2[CH2:14][C:13]([CH3:16])([CH3:15])[NH:12][C:11]([CH3:18])([CH3:17])[CH2:10]2)=[CH:4][CH:3]=1.[CH3:20][O:21][C:22]1[CH:31]=[C:30]2[C:25]([CH:26]=[CH:27][CH:28]=[N:29]2)=[CH:24][C:23]=1B(O)O. (5) Given the product [Cl:1][C:2]1[CH:3]=[CH:4][C:5]([CH2:6][N:7]2[C:12](=[N:34][C:33]3[CH:35]=[CH:36][C:37]([O:38][CH:39]([CH3:40])[CH3:41])=[C:31]([CH3:30])[CH:32]=3)[NH:11][C:10](=[O:16])[N:9]([CH2:17][C@@H:18]([C:23]([O:25][CH3:26])=[O:24])[O:19][CH2:20][O:21][CH3:22])[C:8]2=[O:27])=[CH:28][CH:29]=1, predict the reactants needed to synthesize it. The reactants are: [Cl:1][C:2]1[CH:29]=[CH:28][C:5]([CH2:6][N:7]2[C:12](SCC)=[N:11][C:10](=[O:16])[N:9]([CH2:17][C@@H:18]([C:23]([O:25][CH3:26])=[O:24])[O:19][CH2:20][O:21][CH3:22])[C:8]2=[O:27])=[CH:4][CH:3]=1.[CH3:30][C:31]1[CH:32]=[C:33]([CH:35]=[CH:36][C:37]=1[O:38][CH:39]([CH3:41])[CH3:40])[NH2:34].C(O)(=O)C.C(=O)(O)[O-].[Na+]. (6) Given the product [F:1][C:2]1[CH:3]=[C:4]2[C:8](=[CH:9][CH:10]=1)[N:7]([CH2:21][C:20]1[CH:23]=[CH:24][C:17]([O:16][CH3:15])=[CH:18][CH:19]=1)[C:6](=[O:11])[C:5]2=[O:12], predict the reactants needed to synthesize it. The reactants are: [F:1][C:2]1[CH:3]=[C:4]2[C:8](=[CH:9][CH:10]=1)[NH:7][C:6](=[O:11])[C:5]2=[O:12].[H-].[Na+].[CH3:15][O:16][C:17]1[CH:24]=[CH:23][C:20]([CH2:21]Cl)=[CH:19][CH:18]=1. (7) Given the product [CH3:25][C:22]1[S:21][C:20]([CH2:18][C:16]2[S:17][C:13]([CH:9]=[O:8])=[CH:14][CH:15]=2)=[CH:24][CH:23]=1, predict the reactants needed to synthesize it. The reactants are: [I-].[Na+].C[Si](Cl)(C)C.[O:8]1CCO[CH:9]1[C:13]1[S:17][C:16]([CH:18]([C:20]2[S:21][C:22]([CH3:25])=[CH:23][CH:24]=2)O)=[CH:15][CH:14]=1.[OH-].[Na+].O.O.O.O.O.S([O-])([O-])(=O)=S.[Na+].[Na+]. (8) Given the product [C:1]([O:6][CH3:7])(=[O:5])[C:2]([CH3:4])=[CH2:3].[C:8]([O:12][CH3:13])(=[O:11])[CH:9]=[CH2:10], predict the reactants needed to synthesize it. The reactants are: [C:1]([O:6][CH3:7])(=[O:5])[C:2]([CH3:4])=[CH2:3].[C:8]([O:12][CH3:13])(=[O:11])[CH:9]=[CH2:10].C(S)CCCCCCC. (9) Given the product [N:1]1[CH:6]=[CH:5][CH:4]=[CH:3][C:2]=1[CH2:7][N:8]1[CH:12]=[C:11]([C:13]([OH:15])=[O:14])[C:10]([C:18]([F:21])([F:19])[F:20])=[N:9]1, predict the reactants needed to synthesize it. The reactants are: [N:1]1[CH:6]=[CH:5][CH:4]=[CH:3][C:2]=1[CH2:7][N:8]1[CH:12]=[C:11]([C:13]([O:15]CC)=[O:14])[C:10]([C:18]([F:21])([F:20])[F:19])=[N:9]1.[OH-].[Na+].C(O)C. (10) Given the product [F:33][CH:2]([F:1])[C:3]([N:5]1[C@H:9]([CH2:10][F:11])[C@@H:8]([C:12]2[CH:13]=[CH:14][C:15]([C:18]3[CH:23]=[N:22][C:21]([CH:24]([N:43]4[CH2:48][CH2:47][O:46][CH2:45][CH2:44]4)[CH3:25])=[CH:20][CH:19]=3)=[CH:16][CH:17]=2)[O:7][C:6]1([CH3:32])[CH3:31])=[O:4], predict the reactants needed to synthesize it. The reactants are: [F:1][CH:2]([F:33])[C:3]([N:5]1[C@H:9]([CH2:10][F:11])[C@@H:8]([C:12]2[CH:17]=[CH:16][C:15]([C:18]3[CH:19]=[CH:20][C:21]([CH:24](OS(C)(=O)=O)[CH3:25])=[N:22][CH:23]=3)=[CH:14][CH:13]=2)[O:7][C:6]1([CH3:32])[CH3:31])=[O:4].C(N(C(C)C)CC)(C)C.[NH:43]1[CH2:48][CH2:47][O:46][CH2:45][CH2:44]1.